From a dataset of Full USPTO retrosynthesis dataset with 1.9M reactions from patents (1976-2016). Predict the reactants needed to synthesize the given product. Given the product [Cl:26][C:22]1[CH:21]=[C:20]([CH:25]=[CH:24][CH:23]=1)[CH2:19][CH:13]1[C:12](=[O:27])[N:2]([CH3:1])[C:3](=[O:4])[NH:5][C:14]1=[O:16], predict the reactants needed to synthesize it. The reactants are: [CH3:1][NH:2][C:3]([NH2:5])=[O:4].C[O-].[Na+].C(O[C:12](=[O:27])[CH:13]([CH2:19][C:20]1[CH:25]=[CH:24][CH:23]=[C:22]([Cl:26])[CH:21]=1)[C:14]([O:16]CC)=O)C.O.